From a dataset of NCI-60 drug combinations with 297,098 pairs across 59 cell lines. Regression. Given two drug SMILES strings and cell line genomic features, predict the synergy score measuring deviation from expected non-interaction effect. (1) Synergy scores: CSS=6.25, Synergy_ZIP=0.949, Synergy_Bliss=8.33, Synergy_Loewe=6.16, Synergy_HSA=5.56. Drug 2: C1C(C(OC1N2C=NC3=C2NC=NCC3O)CO)O. Drug 1: CC1=C(C=C(C=C1)NC(=O)C2=CC=C(C=C2)CN3CCN(CC3)C)NC4=NC=CC(=N4)C5=CN=CC=C5. Cell line: HOP-62. (2) Cell line: NCI/ADR-RES. Synergy scores: CSS=42.5, Synergy_ZIP=-14.4, Synergy_Bliss=-12.8, Synergy_Loewe=-6.73, Synergy_HSA=-5.66. Drug 2: C1=CN(C(=O)N=C1N)C2C(C(C(O2)CO)O)O.Cl. Drug 1: CN(CC1=CN=C2C(=N1)C(=NC(=N2)N)N)C3=CC=C(C=C3)C(=O)NC(CCC(=O)O)C(=O)O. (3) Drug 1: C1CCC(CC1)NC(=O)N(CCCl)N=O. Drug 2: CC1CCC2CC(C(=CC=CC=CC(CC(C(=O)C(C(C(=CC(C(=O)CC(OC(=O)C3CCCCN3C(=O)C(=O)C1(O2)O)C(C)CC4CCC(C(C4)OC)OCCO)C)C)O)OC)C)C)C)OC. Cell line: U251. Synergy scores: CSS=38.6, Synergy_ZIP=-8.91, Synergy_Bliss=-5.78, Synergy_Loewe=-2.12, Synergy_HSA=-1.20. (4) Drug 1: C1=CN(C(=O)N=C1N)C2C(C(C(O2)CO)O)O.Cl. Drug 2: CN1C(=O)N2C=NC(=C2N=N1)C(=O)N. Cell line: A498. Synergy scores: CSS=29.1, Synergy_ZIP=-7.81, Synergy_Bliss=-0.0793, Synergy_Loewe=-36.9, Synergy_HSA=0.560. (5) Drug 1: CC1C(C(=O)NC(C(=O)N2CCCC2C(=O)N(CC(=O)N(C(C(=O)O1)C(C)C)C)C)C(C)C)NC(=O)C3=C4C(=C(C=C3)C)OC5=C(C(=O)C(=C(C5=N4)C(=O)NC6C(OC(=O)C(N(C(=O)CN(C(=O)C7CCCN7C(=O)C(NC6=O)C(C)C)C)C)C(C)C)C)N)C. Drug 2: CC1C(C(CC(O1)OC2CC(CC3=C2C(=C4C(=C3O)C(=O)C5=CC=CC=C5C4=O)O)(C(=O)C)O)N)O. Cell line: OVCAR-5. Synergy scores: CSS=39.7, Synergy_ZIP=10.0, Synergy_Bliss=8.31, Synergy_Loewe=6.73, Synergy_HSA=7.82.